This data is from Cav3 T-type calcium channel HTS with 100,875 compounds. The task is: Binary Classification. Given a drug SMILES string, predict its activity (active/inactive) in a high-throughput screening assay against a specified biological target. (1) The compound is O=C(N(c1ccccc1)C)CN1C2C(CN(CC2)C)c2c1ccc(c2)C. The result is 0 (inactive). (2) The drug is O=C(C(CC)CC)c1cc([nH]c1)C(=O)NCCc1ncccc1. The result is 0 (inactive). (3) The molecule is S(c1[nH]c(c(CC(OCC)=O)c(=O)n1)C)CCC. The result is 0 (inactive). (4) The drug is O=C1N(CC(C1)C(O)=O)CCc1ccc(OC)cc1. The result is 0 (inactive).